This data is from Drug-target binding data from BindingDB using IC50 measurements. The task is: Regression. Given a target protein amino acid sequence and a drug SMILES string, predict the binding affinity score between them. We predict pIC50 (pIC50 = -log10(IC50 in M); higher means more potent). Dataset: bindingdb_ic50. The pIC50 is 5.0. The compound is CCCCCCCCCCCC(=O)OCC(CCP(=O)(O)OCCNC(=O)c1ccc(Cn2c(=O)[nH]c3c(N)nc(OCCOC)nc32)cc1)OC(=O)CCCCCCCCCCC. The target protein (P05181) has sequence MSALGVTVALLVWAAFLLLVSMWRQVHSSWNLPPGPFPLPIIGNLFQLELKNIPKSFTRLAQRFGPVFTLYVGSQRMVVMHGYKAVKEALLDYKDEFSGRGDLPAFHAHRDRGIIFNNGPTWKDIRRFSLTTLRNYGMGKQGNESRIQREAHFLLEALRKTQGQPFDPTFLIGCAPCNVIADILFRKHFDYNDEKFLRLMYLFNENFHLLSTPWLQLYNNFPSFLHYLPGSHRKVIKNVAEVKEYVSERVKEHHQSLDPNCPRDLTDCLLVEMEKEKHSAERLYTMDGITVTVADLFFAGTETTSTTLRYGLLILMKYPEIEEKLHEEIDRVIGPSRIPAIKDRQEMPYMDAVVHEIQRFITLVPSNLPHEATRDTIFRGYLIPKGTVVVPTLDSVLYDNQEFPDPEKFKPEHFLNENGKFKYSDYFKPFSTGKRVCAGEGLARMELFLLLCAILQHFNLKPLVDPKDIDLSPIHIGFGCIPPRYKLCVIPRS.